Dataset: Forward reaction prediction with 1.9M reactions from USPTO patents (1976-2016). Task: Predict the product of the given reaction. (1) Given the reactants [H-].[Na+].CN(C)C=O.[F:8][C:9]1[CH:35]=[CH:34][C:12]([O:13][C:14]2[C:22]3[N:21]=[C:20](S(C)(=O)=O)[NH:19][C:18]=3[CH:17]=[C:16]([O:27][C:28]3[CH:29]=[N:30][CH:31]=[CH:32][CH:33]=3)[CH:15]=2)=[CH:11][CH:10]=1.[NH:36]1[CH:40]=[N:39][CH:38]=[N:37]1, predict the reaction product. The product is: [F:8][C:9]1[CH:35]=[CH:34][C:12]([O:13][C:14]2[C:22]3[N:21]=[C:20]([N:36]4[CH:40]=[N:39][CH:38]=[N:37]4)[NH:19][C:18]=3[CH:17]=[C:16]([O:27][C:28]3[CH:29]=[N:30][CH:31]=[CH:32][CH:33]=3)[CH:15]=2)=[CH:11][CH:10]=1. (2) Given the reactants [I:1][C:2]1[N:11]=[CH:10][C:9]2[CH2:8][CH2:7][C:6]3[C:12]([C:15]([NH2:17])=[O:16])=[N:13][NH:14][C:5]=3[C:4]=2[N:3]=1.Br[CH2:19][CH:20]1[CH2:25][CH2:24][N:23]([C:26]([O:28][C:29]([CH3:32])([CH3:31])[CH3:30])=[O:27])[CH2:22][CH2:21]1.C([O-])([O-])=O.[Cs+].[Cs+].O, predict the reaction product. The product is: [C:15]([C:12]1[C:6]2[CH2:7][CH2:8][C:9]3[CH:10]=[N:11][C:2]([I:1])=[N:3][C:4]=3[C:5]=2[N:14]([CH2:19][CH:20]2[CH2:25][CH2:24][N:23]([C:26]([O:28][C:29]([CH3:30])([CH3:32])[CH3:31])=[O:27])[CH2:22][CH2:21]2)[N:13]=1)(=[O:16])[NH2:17]. (3) Given the reactants [O:1]1[C:5]2[CH:6]=[CH:7][CH:8]=[CH:9][C:4]=2[C:3]([NH:10][C:11]2[CH:16]=[CH:15][C:14](Br)=[CH:13][CH:12]=2)=[N:2]1.[B:18]1([B:18]2[O:22][C:21]([CH3:24])([CH3:23])[C:20]([CH3:26])([CH3:25])[O:19]2)[O:22][C:21]([CH3:24])([CH3:23])[C:20]([CH3:26])([CH3:25])[O:19]1.ClCCl.C([O-])(=O)C.[K+], predict the reaction product. The product is: [O:1]1[C:5]2[CH:6]=[CH:7][CH:8]=[CH:9][C:4]=2[C:3]([NH:10][C:11]2[CH:16]=[CH:15][C:14]([B:18]3[O:22][C:21]([CH3:24])([CH3:23])[C:20]([CH3:26])([CH3:25])[O:19]3)=[CH:13][CH:12]=2)=[N:2]1. (4) Given the reactants [OH-].[K+].Br[C:4]1[CH:5]=[C:6]([C:10]2[N:14]([CH3:15])[C:13]([C:16]([CH3:28])([O:18][C:19]3[C:24]([F:25])=[CH:23][C:22]([F:26])=[CH:21][C:20]=3[F:27])[CH3:17])=[N:12][N:11]=2)[CH:7]=[CH:8][CH:9]=1.C(Cl)(Cl)Cl.O.[CH3:34][N:35]1C(=O)CCC1, predict the reaction product. The product is: [CH3:15][N:14]1[C:13]([C:16]([CH3:28])([O:18][C:19]2[C:24]([F:25])=[CH:23][C:22]([F:26])=[CH:21][C:20]=2[F:27])[CH3:17])=[N:12][N:11]=[C:10]1[C:6]1[CH:5]=[C:4]([CH:9]=[CH:8][CH:7]=1)[C:34]#[N:35]. (5) Given the reactants Br[C:2]1[CH:3]=[C:4]([CH:12]=[C:13]([CH:15]([OH:20])[C:16]([F:19])([F:18])[F:17])[CH:14]=1)[C:5]([O:7][C:8]([CH3:11])([CH3:10])[CH3:9])=[O:6].[Br-].[CH3:22][C:23]1[CH:24]=[CH:25][C:26]([Zn+])=[N:27][CH:28]=1, predict the reaction product. The product is: [CH3:22][C:23]1[CH:24]=[CH:25][C:26]([C:2]2[CH:3]=[C:4]([CH:12]=[C:13]([CH:15]([OH:20])[C:16]([F:19])([F:18])[F:17])[CH:14]=2)[C:5]([O:7][C:8]([CH3:11])([CH3:10])[CH3:9])=[O:6])=[N:27][CH:28]=1. (6) Given the reactants [Cl:1][CH2:2][CH2:3][CH2:4][CH2:5][C:6](=O)[CH3:7].[C:9](OCC)(=O)[C:10]([O:12][CH2:13][CH3:14])=[O:11].[CH3:19][NH:20][NH2:21], predict the reaction product. The product is: [Cl:1][CH2:2][CH2:3][CH2:4][CH2:5][C:6]1[N:20]([CH3:19])[N:21]=[C:9]([C:10]([O:12][CH2:13][CH3:14])=[O:11])[CH:7]=1. (7) Given the reactants [CH3:1][O:2][C:3](=[O:12])[C:4]1[CH:9]=[CH:8][C:7](F)=[N:6][C:5]=1[F:11].[F:13][C:14]([F:24])([F:23])[C:15]1[N:20]=[CH:19][C:18]([CH2:21][NH2:22])=[CH:17][CH:16]=1.O, predict the reaction product. The product is: [CH3:1][O:2][C:3](=[O:12])[C:4]1[CH:9]=[CH:8][C:7]([NH:22][CH2:21][C:18]2[CH:19]=[N:20][C:15]([C:14]([F:24])([F:13])[F:23])=[CH:16][CH:17]=2)=[N:6][C:5]=1[F:11]. (8) Given the reactants Br[C:2]1[CH:3]=[CH:4][C:5]2[N:6]([N:8]=[C:9]([C:11]([N:13]3[CH2:18][CH2:17][CH2:16][CH2:15][CH2:14]3)=[O:12])[N:10]=2)[CH:7]=1.[C:19]1([C:25]#[CH:26])[CH:24]=[CH:23][CH:22]=[CH:21][CH:20]=1, predict the reaction product. The product is: [C:19]1([C:25]#[C:26][C:2]2[CH:3]=[CH:4][C:5]3[N:6]([N:8]=[C:9]([C:11]([N:13]4[CH2:18][CH2:17][CH2:16][CH2:15][CH2:14]4)=[O:12])[N:10]=3)[CH:7]=2)[CH:24]=[CH:23][CH:22]=[CH:21][CH:20]=1. (9) The product is: [CH2:46]([CH:40]1[CH2:41][CH2:42][N:26]([CH2:25][CH2:24][C:23]#[C:22][C:15]2[CH:14]=[C:13]3[C:18](=[CH:17][CH:16]=2)[NH:10][CH:11]=[CH:12]3)[CH2:44][CH2:45]1)[C:30]1[CH:35]=[CH:34][CH:33]=[CH:32][CH:31]=1. Given the reactants C1(S([N:10]2[C:18]3[C:13](=[CH:14][C:15](Br)=[CH:16][CH:17]=3)[CH:12]=[CH:11]2)(=O)=O)C=CC=CC=1.BrC1[CH:22]=[C:23]2C(=CC=1)[NH:26][CH:25]=[CH:24]2.[C:30]1(S(Cl)(=O)=O)[CH:35]=[CH:34][CH:33]=[CH:32][CH:31]=1.[C:40]1([CH3:46])[CH:45]=[CH:44]C=[CH:42][CH:41]=1, predict the reaction product. (10) Given the reactants [C:1]([O:5][NH:6][C:7]([C:9]1[CH:18]=[C:17]2[C:12]([C:13]([CH3:21])=[CH:14][C:15]([CH3:20])([CH3:19])[NH:16]2)=[CH:11][CH:10]=1)=[O:8])([CH3:4])([CH3:3])[CH3:2], predict the reaction product. The product is: [C:1]([O:5][NH:6][C:7]([C:9]1[CH:18]=[C:17]2[C:12]([CH:13]([CH3:21])[CH2:14][C:15]([CH3:20])([CH3:19])[NH:16]2)=[CH:11][CH:10]=1)=[O:8])([CH3:4])([CH3:2])[CH3:3].